This data is from Forward reaction prediction with 1.9M reactions from USPTO patents (1976-2016). The task is: Predict the product of the given reaction. (1) Given the reactants [Br:1][C:2]1[CH:7]=[CH:6][C:5]([S:8](Cl)(=[O:10])=[O:9])=[C:4]([C:12]([F:15])([F:14])[F:13])[CH:3]=1.[NH2:16][CH2:17][CH2:18][CH2:19][CH2:20][OH:21], predict the reaction product. The product is: [OH:21][CH2:20][CH2:19][CH2:18][CH2:17][NH:16][S:8]([C:5]1[CH:6]=[CH:7][C:2]([Br:1])=[CH:3][C:4]=1[C:12]([F:15])([F:14])[F:13])(=[O:10])=[O:9]. (2) Given the reactants CCN(C(C)C)C(C)C.[Br:10][C:11]1[CH:12]=[C:13]2[C:18](=[CH:19][CH:20]=1)[O:17][C:16](=[O:21])[C:15]([C:22]([OH:24])=O)=[CH:14]2.CN(C(ON1N=NC2C=CC=NC1=2)=[N+](C)C)C.F[P-](F)(F)(F)(F)F.[N:49]1[C:50]([C:58]2[CH:59]=[C:60]([NH2:64])[CH:61]=[CH:62][CH:63]=2)=[CH:51][N:52]2[CH:57]=[CH:56][CH:55]=[CH:54][C:53]=12, predict the reaction product. The product is: [N:49]1[C:50]([C:58]2[CH:59]=[C:60]([NH:64][C:22]([C:15]3[C:16](=[O:21])[O:17][C:18]4[C:13]([CH:14]=3)=[CH:12][C:11]([Br:10])=[CH:20][CH:19]=4)=[O:24])[CH:61]=[CH:62][CH:63]=2)=[CH:51][N:52]2[CH:57]=[CH:56][CH:55]=[CH:54][C:53]=12. (3) The product is: [CH3:15][S:16]([O:13][CH2:12][CH2:11][C@H:10]1[C:5]2[CH:4]=[CH:3][C:2]([Br:1])=[CH:14][C:6]=2[CH2:7][CH2:8][O:9]1)(=[O:18])=[O:17]. Given the reactants [Br:1][C:2]1[CH:3]=[CH:4][C:5]2[C@H:10]([CH2:11][CH2:12][OH:13])[O:9][CH2:8][CH2:7][C:6]=2[CH:14]=1.[CH3:15][S:16](Cl)(=[O:18])=[O:17].CS(OCC[C@H]1C2C=CC(C(N)=O)=CC=2CCO1)(=O)=O, predict the reaction product.